This data is from NCI-60 drug combinations with 297,098 pairs across 59 cell lines. The task is: Regression. Given two drug SMILES strings and cell line genomic features, predict the synergy score measuring deviation from expected non-interaction effect. (1) Drug 1: C1CCC(CC1)NC(=O)N(CCCl)N=O. Drug 2: C1=NC2=C(N=C(N=C2N1C3C(C(C(O3)CO)O)O)F)N. Cell line: HCT116. Synergy scores: CSS=24.1, Synergy_ZIP=-6.11, Synergy_Bliss=-9.38, Synergy_Loewe=-9.86, Synergy_HSA=-7.33. (2) Drug 1: C1CNP(=O)(OC1)N(CCCl)CCCl. Drug 2: COCCOC1=C(C=C2C(=C1)C(=NC=N2)NC3=CC=CC(=C3)C#C)OCCOC.Cl. Cell line: HCT-15. Synergy scores: CSS=-2.40, Synergy_ZIP=8.55, Synergy_Bliss=17.7, Synergy_Loewe=-2.13, Synergy_HSA=2.18. (3) Synergy scores: CSS=43.4, Synergy_ZIP=11.2, Synergy_Bliss=13.1, Synergy_Loewe=-24.7, Synergy_HSA=8.02. Drug 2: CC1=CC2C(CCC3(C2CCC3(C(=O)C)OC(=O)C)C)C4(C1=CC(=O)CC4)C. Drug 1: CC1C(C(CC(O1)OC2CC(CC3=C2C(=C4C(=C3O)C(=O)C5=C(C4=O)C(=CC=C5)OC)O)(C(=O)C)O)N)O.Cl. Cell line: HOP-62.